This data is from Reaction yield outcomes from USPTO patents with 853,638 reactions. The task is: Predict the reaction yield, written as a fraction of the theoretical maximum amount of product (1.0 means a 100% yield; for example, 0.34 means a 34% yield). (1) The yield is 0.740. The product is [Si:1]([O:18][C:19]1[CH:20]=[CH:21][C:22]([C:25](=[O:26])[C:27]([C:33]2[CH:34]=[C:35]([C:39]3[CH:44]=[CH:43][CH:42]=[C:41]([O:45][CH3:46])[CH:40]=3)[CH:36]=[CH:37][CH:38]=2)=[O:51])=[CH:23][CH:24]=1)([C:14]([CH3:17])([CH3:16])[CH3:15])([C:2]1[CH:7]=[CH:6][CH:5]=[CH:4][CH:3]=1)[C:8]1[CH:13]=[CH:12][CH:11]=[CH:10][CH:9]=1. The catalyst is ClCCl.C(=O)([O-])O.[Na+]. The reactants are [Si:1]([O:18][C:19]1[CH:24]=[CH:23][C:22]([CH:25]([C:27]2([C:33]3[CH:34]=[C:35]([C:39]4[CH:44]=[CH:43][CH:42]=[C:41]([O:45][CH3:46])[CH:40]=4)[CH:36]=[CH:37][CH:38]=3)SCCCS2)[OH:26])=[CH:21][CH:20]=1)([C:14]([CH3:17])([CH3:16])[CH3:15])([C:8]1[CH:13]=[CH:12][CH:11]=[CH:10][CH:9]=1)[C:2]1[CH:7]=[CH:6][CH:5]=[CH:4][CH:3]=1.C([OH:51])(C)(C)C.C(OI1(OC(=O)C)(OC(=O)C)C2C=CC=CC=2C(=O)O1)(=O)C.S([O-])([O-])(=O)=S.[Na+].[Na+]. (2) The reactants are [CH3:1][O:2][C:3]1[CH:4]=[C:5]2[C:10](=[CH:11][C:12]=1[O:13][CH3:14])[N:9]=[CH:8][N:7]=[C:6]2[O:15][C:16]1[CH:17]=[C:18]([CH:20]=[CH:21][CH:22]=1)[NH2:19].[O:23]1[CH2:28][CH2:27][CH:26]([C:29]2[CH:33]=[C:32]([NH:34][C:35](=O)[O:36]C3C=CC=CC=3)[O:31][N:30]=2)[CH2:25][CH2:24]1.COC1C=C2C(=CC=1OC)N=CN=C2OC1C=C(NC(NC2ON=C(C(C)C)C=2)=O)C=CC=1. No catalyst specified. The product is [CH3:1][O:2][C:3]1[CH:4]=[C:5]2[C:10](=[CH:11][C:12]=1[O:13][CH3:14])[N:9]=[CH:8][N:7]=[C:6]2[O:15][C:16]1[CH:17]=[C:18]([NH:19][C:35]([NH:34][C:32]2[O:31][N:30]=[C:29]([CH:26]3[CH2:27][CH2:28][O:23][CH2:24][CH2:25]3)[CH:33]=2)=[O:36])[CH:20]=[CH:21][CH:22]=1. The yield is 0.460. (3) The reactants are [C:1]([O:5][C:6]([N:8]1[CH2:13][CH2:12][CH2:11][CH:10]([CH2:14][NH:15][C:16]2[C:21]([C:22]3[CH:23]=[N:24][N:25]([CH3:27])[CH:26]=3)=[CH:20][N:19]=[C:18](Cl)[N:17]=2)[CH2:9]1)=[O:7])([CH3:4])([CH3:3])[CH3:2].C(=O)([O-])[O-].[K+].[K+].[CH3:35][N:36]1[CH:40]=[C:39]([C:41]2[CH:46]=[CH:45][CH:44]=[C:43](B3OC(C)(C)C(C)(C)O3)[CH:42]=2)[CH:38]=[N:37]1. The catalyst is O1CCOCC1. The product is [C:1]([O:5][C:6]([N:8]1[CH2:13][CH2:12][CH2:11][CH:10]([CH2:14][NH:15][C:16]2[C:21]([C:22]3[CH:23]=[N:24][N:25]([CH3:27])[CH:26]=3)=[CH:20][N:19]=[C:18]([C:45]3[CH:44]=[CH:43][CH:42]=[C:41]([C:39]4[CH:38]=[N:37][N:36]([CH3:35])[CH:40]=4)[CH:46]=3)[N:17]=2)[CH2:9]1)=[O:7])([CH3:4])([CH3:3])[CH3:2]. The yield is 0.340. (4) The reactants are Br[C:2](Br)=[CH:3][C:4]1[CH:9]=[CH:8][C:7]([F:10])=[CH:6][C:5]=1[OH:11].[O-]P([O-])([O-])=O.[K+].[K+].[K+]. The catalyst is O1CCCC1.O.[Cu]I. The product is [F:10][C:7]1[CH:8]=[CH:9][C:4]2[CH:3]=[CH:2][O:11][C:5]=2[CH:6]=1. The yield is 0.380. (5) The reactants are [CH:1]([N:4]1[CH2:9][CH2:8][N:7]([C:10]2[CH:15]=[C:14]([NH:16]C(=O)C)[CH:13]=[CH:12][N:11]=2)[CH2:6][CH2:5]1)([CH3:3])[CH3:2].Cl. The catalyst is O1CCOCC1. The product is [CH:1]([N:4]1[CH2:5][CH2:6][N:7]([C:10]2[CH:15]=[C:14]([NH2:16])[CH:13]=[CH:12][N:11]=2)[CH2:8][CH2:9]1)([CH3:3])[CH3:2]. The yield is 0.570. (6) The reactants are [Br:1][C:2]1[C:10]2[N:9]=[CH:8][NH:7][C:6]=2[CH:5]=[CH:4][CH:3]=1.CC1C=CC(S(O)(=O)=O)=CC=1.O.[O:23]1[CH:28]=[CH:27][CH2:26][CH2:25][CH2:24]1. The catalyst is C1COCC1. The product is [Br:1][C:2]1[C:10]2[N:9]=[CH:8][N:7]([CH:24]3[CH2:25][CH2:26][CH2:27][CH2:28][O:23]3)[C:6]=2[CH:5]=[CH:4][CH:3]=1. The yield is 0.750. (7) The reactants are Cl.[NH:2]1[CH:6]=[CH:5][CH:4]=[C:3]1[CH2:7][NH2:8].[C:9]([C:13]1[CH:22]=[CH:21][C:16]([CH2:17][N:18]=[C:19]=[S:20])=[CH:15][CH:14]=1)([CH3:12])([CH3:11])[CH3:10]. The catalyst is ClCCl. The product is [C:9]([C:13]1[CH:22]=[CH:21][C:16]([CH2:17][NH:18][C:19]([NH:8][CH2:7][C:3]2[NH:2][CH:6]=[CH:5][CH:4]=2)=[S:20])=[CH:15][CH:14]=1)([CH3:12])([CH3:10])[CH3:11]. The yield is 0.650.